Predict the product of the given reaction. From a dataset of Forward reaction prediction with 1.9M reactions from USPTO patents (1976-2016). (1) Given the reactants Br[C:2]1[CH:7]=[CH:6][C:5]([C:8]([N:10]2[CH2:15][CH2:14][N:13]([C:16]3[C:21]([CH3:22])=[CH:20][C:19]([CH2:23][CH3:24])=[CH:18][N:17]=3)[CH2:12][CH2:11]2)=[O:9])=[C:4]([F:25])[CH:3]=1.[O:26]1[CH2:30][CH2:29][NH:28][C:27]1=[O:31], predict the reaction product. The product is: [CH2:23]([C:19]1[CH:20]=[C:21]([CH3:22])[C:16]([N:13]2[CH2:14][CH2:15][N:10]([C:8]([C:5]3[CH:6]=[CH:7][C:2]([N:28]4[CH2:29][CH2:30][O:26][C:27]4=[O:31])=[CH:3][C:4]=3[F:25])=[O:9])[CH2:11][CH2:12]2)=[N:17][CH:18]=1)[CH3:24]. (2) Given the reactants [CH3:1][C@H:2]1[CH2:7][NH:6][CH2:5][CH2:4][N:3]1[C:8]([O:10][C:11]([CH3:14])([CH3:13])[CH3:12])=[O:9].Br[C:16]1[CH:21]=[CH:20][CH:19]=[CH:18][N:17]=1.CCN(C(C)C)C(C)C, predict the reaction product. The product is: [CH3:1][C@H:2]1[CH2:7][N:6]([C:16]2[CH:21]=[CH:20][CH:19]=[CH:18][N:17]=2)[CH2:5][CH2:4][N:3]1[C:8]([O:10][C:11]([CH3:13])([CH3:12])[CH3:14])=[O:9]. (3) Given the reactants [CH:1]1(C(O)=O)[CH2:6][CH2:5][CH:4]([C:7]([OH:9])=[O:8])[CH2:3][CH2:2]1.Cl.C(N=C=NCCCN(C)C)C.FC1C=C(O)C=C(F)C=1F, predict the reaction product. The product is: [CH:4]1([C:7]([OH:9])=[O:8])[CH2:5][CH2:6][CH2:1][CH2:2][CH2:3]1. (4) Given the reactants [NH2:1][C:2]1[C:11]2[N:10]=[CH:9][C:8]([CH2:12][CH2:13][C:14]3[CH:19]=[CH:18][C:17]([O:20][CH3:21])=[CH:16][CH:15]=3)=[CH:7][C:6]=2[C:5]2[CH:22]=[CH:23][C:24]([C:26](OC)=[O:27])=[CH:25][C:4]=2[N:3]=1, predict the reaction product. The product is: [NH2:1][C:2]1[C:11]2[N:10]=[CH:9][C:8]([CH2:12][CH2:13][C:14]3[CH:15]=[CH:16][C:17]([O:20][CH3:21])=[CH:18][CH:19]=3)=[CH:7][C:6]=2[C:5]2[CH:22]=[CH:23][C:24]([CH2:26][OH:27])=[CH:25][C:4]=2[N:3]=1. (5) Given the reactants Cl.[CH3:2][O:3][C:4]1[CH:5]=[C:6]2[C:11](=[CH:12][C:13]=1[O:14][CH3:15])[CH2:10][NH:9][CH2:8][CH2:7]2.[Cl:16][C:17]1[CH:18]=[C:19]([CH:23]=[CH:24][N:25]=1)[C:20](O)=[O:21].CCN(CC)CC.F[P-](F)(F)(F)(F)F.N1(O[P+](N(C)C)(N(C)C)N(C)C)C2C=CC=CC=2N=N1, predict the reaction product. The product is: [Cl:16][C:17]1[CH:18]=[C:19]([C:20]([N:9]2[CH2:8][CH2:7][C:6]3[C:11](=[CH:12][C:13]([O:14][CH3:15])=[C:4]([O:3][CH3:2])[CH:5]=3)[CH2:10]2)=[O:21])[CH:23]=[CH:24][N:25]=1. (6) Given the reactants [H-].[Na+].[Si:3]([O:10][CH2:11][C@H:12]1[O:17][C@:16]([C:20]2[CH:25]=[CH:24][C:23]([Cl:26])=[C:22]([CH2:27][C:28]3[CH:33]=[CH:32][C:31]([O:34][CH3:35])=[C:30]([F:36])[C:29]=3[F:37])[CH:21]=2)([O:18][CH3:19])[C@H:15]([OH:38])[C@@H:14]([OH:39])[C@@H:13]1[OH:40])([C:6]([CH3:9])([CH3:8])[CH3:7])([CH3:5])[CH3:4].[CH2:41](Br)[C:42]1[CH:47]=[CH:46][CH:45]=[CH:44][CH:43]=1, predict the reaction product. The product is: [C:6]([Si:3]([CH3:5])([CH3:4])[O:10][CH2:11][C@@H:12]1[C@@H:13]([O:40][CH2:41][C:42]2[CH:47]=[CH:46][CH:45]=[CH:44][CH:43]=2)[C@H:14]([O:39][CH2:27][C:28]2[CH:33]=[CH:32][CH:31]=[CH:30][CH:29]=2)[C@@H:15]([O:38][CH2:16][C:20]2[CH:25]=[CH:24][CH:23]=[CH:22][CH:21]=2)[C@@:16]([C:20]2[CH:25]=[CH:24][C:23]([Cl:26])=[C:22]([CH2:27][C:28]3[CH:33]=[CH:32][C:31]([O:34][CH3:35])=[C:30]([F:36])[C:29]=3[F:37])[CH:21]=2)([O:18][CH3:19])[O:17]1)([CH3:8])([CH3:9])[CH3:7].